This data is from NCI-60 drug combinations with 297,098 pairs across 59 cell lines. The task is: Regression. Given two drug SMILES strings and cell line genomic features, predict the synergy score measuring deviation from expected non-interaction effect. (1) Drug 2: CCC1(CC2CC(C3=C(CCN(C2)C1)C4=CC=CC=C4N3)(C5=C(C=C6C(=C5)C78CCN9C7C(C=CC9)(C(C(C8N6C=O)(C(=O)OC)O)OC(=O)C)CC)OC)C(=O)OC)O.OS(=O)(=O)O. Drug 1: C1=CN(C(=O)N=C1N)C2C(C(C(O2)CO)O)O.Cl. Cell line: ACHN. Synergy scores: CSS=37.5, Synergy_ZIP=-0.00914, Synergy_Bliss=0.0873, Synergy_Loewe=-11.4, Synergy_HSA=-0.428. (2) Drug 1: CC1=C2C(C(=O)C3(C(CC4C(C3C(C(C2(C)C)(CC1OC(=O)C(C(C5=CC=CC=C5)NC(=O)C6=CC=CC=C6)O)O)OC(=O)C7=CC=CC=C7)(CO4)OC(=O)C)O)C)OC(=O)C. Drug 2: C1=NC(=NC(=O)N1C2C(C(C(O2)CO)O)O)N. Cell line: UO-31. Synergy scores: CSS=27.9, Synergy_ZIP=-8.48, Synergy_Bliss=-0.702, Synergy_Loewe=-3.19, Synergy_HSA=-1.04.